This data is from Full USPTO retrosynthesis dataset with 1.9M reactions from patents (1976-2016). The task is: Predict the reactants needed to synthesize the given product. Given the product [Br:1][C:2]1[CH:3]=[C:4]2[C:8](=[CH:9][CH:10]=1)[CH2:7][N:6]([CH:12]([CH3:14])[CH3:13])[CH2:5]2, predict the reactants needed to synthesize it. The reactants are: [Br:1][C:2]1[CH:3]=[C:4]2[C:8](=[CH:9][CH:10]=1)[C:7](=O)[N:6]([CH:12]([CH3:14])[CH3:13])[C:5]2=O.